This data is from Full USPTO retrosynthesis dataset with 1.9M reactions from patents (1976-2016). The task is: Predict the reactants needed to synthesize the given product. (1) Given the product [C:45]([O:15][CH:14]([C:12]1[CH:11]=[C:10]2[C:5](=[O:4])[O:6][CH2:7][CH2:8][N:9]2[N:13]=1)[C:30]1([Br:34])[C:29](=[O:35])[N:28]2[C@@H:31]1[S:32][CH:33]=[C:27]2[C:25]([O:24][CH2:23][C:22]1[CH:36]=[CH:37][C:19]([N+:16]([O-:18])=[O:17])=[CH:20][CH:21]=1)=[O:26])(=[O:47])[CH3:46], predict the reactants needed to synthesize it. The reactants are: [Mg+2].[Br-].[Br-].[O:4]=[C:5]1[C:10]2=[CH:11][C:12]([CH:14]=[O:15])=[N:13][N:9]2[CH2:8][CH2:7][O:6]1.[N+:16]([C:19]1[CH:37]=[CH:36][C:22]([CH2:23][O:24][C:25]([C:27]2[N:28]3[C@H:31]([S:32][CH:33]=2)[C@@H:30]([Br:34])[C:29]3=[O:35])=[O:26])=[CH:21][CH:20]=1)([O-:18])=[O:17].C(N(CC)CC)C.[C:45](OC(=O)C)(=[O:47])[CH3:46]. (2) Given the product [CH2:1]([CH:3]1[CH2:8][C:7](=[O:9])[NH:6][N:5]=[C:4]1[C:10]1[CH:33]=[CH:32][C:13]2[N:14]=[C:15]([C:17]3[CH:31]=[CH:30][C:20]([O:21][CH2:22][C:23]([OH:25])=[O:24])=[CH:19][CH:18]=3)[O:16][C:12]=2[CH:11]=1)[CH3:2], predict the reactants needed to synthesize it. The reactants are: [CH2:1]([CH:3]1[CH2:8][C:7](=[O:9])[NH:6][N:5]=[C:4]1[C:10]1[CH:33]=[CH:32][C:13]2[N:14]=[C:15]([C:17]3[CH:31]=[CH:30][C:20]([O:21][CH2:22][C:23]([O:25]C(C)(C)C)=[O:24])=[CH:19][CH:18]=3)[O:16][C:12]=2[CH:11]=1)[CH3:2].C(O)(C(F)(F)F)=O. (3) Given the product [Cl:11][C:12]([Cl:19])([Cl:18])[C:13]([NH:15][C:16]([NH:10][C:6]1[S:7][CH:8]=[CH:9][C:5]=1[C:3]([O:2][CH3:1])=[O:4])=[O:17])=[O:14], predict the reactants needed to synthesize it. The reactants are: [CH3:1][O:2][C:3]([C:5]1[CH:9]=[CH:8][S:7][C:6]=1[NH2:10])=[O:4].[Cl:11][C:12]([Cl:19])([Cl:18])[C:13]([N:15]=[C:16]=[O:17])=[O:14]. (4) Given the product [Cl:11][C:2]([Cl:1])([Cl:10])[C:3]([C:5]1[NH:6][CH:7]=[C:8]([C:17]#[N:16])[CH:9]=1)=[O:4], predict the reactants needed to synthesize it. The reactants are: [Cl:1][C:2]([Cl:11])([Cl:10])[C:3]([C:5]1[NH:6][CH:7]=[CH:8][CH:9]=1)=[O:4].ClS([N:16]=[C:17]=O)(=O)=O.CN(C=O)C.O. (5) Given the product [CH3:21][C:22]1[CH:29]=[CH:28][CH:27]=[CH:26][C:23]=1[CH2:24][N:8]1[CH2:9][C:5]2[C:4]([NH:10][C:11]3[CH:12]=[N:13][C:14]4[C:19]([CH:20]=3)=[CH:18][CH:17]=[CH:16][CH:15]=4)=[N:3][CH:2]=[N:1][C:6]=2[CH2:7]1, predict the reactants needed to synthesize it. The reactants are: [N:1]1[C:6]2[CH2:7][NH:8][CH2:9][C:5]=2[C:4]([NH:10][C:11]2[CH:12]=[N:13][C:14]3[C:19]([CH:20]=2)=[CH:18][CH:17]=[CH:16][CH:15]=3)=[N:3][CH:2]=1.[CH3:21][C:22]1[CH:29]=[CH:28][CH:27]=[CH:26][C:23]=1[CH:24]=O.ClCCCl.CO.C(O[BH-](OC(=O)C)OC(=O)C)(=O)C.[Na+].